This data is from Reaction yield outcomes from USPTO patents with 853,638 reactions. The task is: Predict the reaction yield, written as a fraction of the theoretical maximum amount of product (1.0 means a 100% yield; for example, 0.34 means a 34% yield). (1) The reactants are [CH3:1][O:2][C:3]1[C:4]([C:19]([F:22])([F:21])[F:20])=[CH:5][C:6]([N+:16]([O-])=O)=[C:7]([O:9][CH2:10][C:11](OCC)=[O:12])[CH:8]=1.O.O.[Sn](Cl)(Cl)(Cl)Cl.CC#N.O.FC(F)(F)C(O)=O. The catalyst is C(O)C. The product is [CH3:1][O:2][C:3]1[C:4]([C:19]([F:22])([F:21])[F:20])=[CH:5][C:6]2[NH:16][C:11](=[O:12])[CH2:10][O:9][C:7]=2[CH:8]=1. The yield is 0.730. (2) The reactants are CC1(C)[O:6][C@H:5]([CH2:7][N:8]2[CH:12]=[CH:11][C:10]([NH:13][C:14](=[O:35])[C@@H:15]([N:20]3[CH2:24][C:23]([O:25][C:26]4[CH:31]=[CH:30][C:29]([O:32][CH3:33])=[CH:28][CH:27]=4)=[CH:22][C:21]3=[O:34])[CH2:16][CH:17]([CH3:19])[CH3:18])=[N:9]2)[CH2:4][O:3]1.O.C1(C)C=CC(S(O)(=O)=O)=CC=1. The catalyst is CO.C(OCC)(=O)C. The yield is 0.860. The product is [OH:6][C@@H:5]([CH2:4][OH:3])[CH2:7][N:8]1[CH:12]=[CH:11][C:10]([NH:13][C:14](=[O:35])[C@@H:15]([N:20]2[CH2:24][C:23]([O:25][C:26]3[CH:27]=[CH:28][C:29]([O:32][CH3:33])=[CH:30][CH:31]=3)=[CH:22][C:21]2=[O:34])[CH2:16][CH:17]([CH3:19])[CH3:18])=[N:9]1. (3) The reactants are Cl.[NH2:2][C:3]1[CH:4]=[CH:5][C:6]([OH:12])=[C:7]([CH:11]=1)[C:8]([OH:10])=[O:9].[CH3:13]O. No catalyst specified. The product is [NH2:2][C:3]1[CH:4]=[CH:5][C:6]([OH:12])=[C:7]([CH:11]=1)[C:8]([O:10][CH3:13])=[O:9]. The yield is 0.785. (4) The catalyst is C1COCC1. The product is [C:27]1([C:13]([C:10]2[CH:11]=[CH:12][C:7]([B:35]([OH:36])[OH:34])=[CH:8][CH:9]=2)=[C:14]([C:21]2[CH:26]=[CH:25][CH:24]=[CH:23][CH:22]=2)[C:15]2[CH:20]=[CH:19][CH:18]=[CH:17][CH:16]=2)[CH:32]=[CH:31][CH:30]=[CH:29][CH:28]=1. The reactants are C([Li])CCC.Br[C:7]1[CH:12]=[CH:11][C:10]([C:13]([C:27]2[CH:32]=[CH:31][CH:30]=[CH:29][CH:28]=2)=[C:14]([C:21]2[CH:26]=[CH:25][CH:24]=[CH:23][CH:22]=2)[C:15]2[CH:20]=[CH:19][CH:18]=[CH:17][CH:16]=2)=[CH:9][CH:8]=1.C[O:34][B:35](OC)[O:36]C. The yield is 0.700. (5) The reactants are Cl.[CH3:2][NH:3][CH2:4][C:5]1[CH:13]=[CH:12][CH:11]=[C:10]2[C:6]=1[CH2:7][N:8]([CH:15]1[CH2:20][CH2:19][C:18](=[O:21])[NH:17][C:16]1=[O:22])[C:9]2=[O:14].[Cl:23][C:24]1[CH:25]=[C:26]([N:31]=[C:32]=[O:33])[CH:27]=[C:28]([Cl:30])[CH:29]=1.C(N(C(C)C)CC)(C)C. The catalyst is C(Cl)Cl. The product is [Cl:23][C:24]1[CH:25]=[C:26]([NH:31][C:32](=[O:33])[N:3]([CH2:4][C:5]2[CH:13]=[CH:12][CH:11]=[C:10]3[C:6]=2[CH2:7][N:8]([CH:15]2[CH2:20][CH2:19][C:18](=[O:21])[NH:17][C:16]2=[O:22])[C:9]3=[O:14])[CH3:2])[CH:27]=[C:28]([Cl:30])[CH:29]=1. The yield is 0.860. (6) The reactants are O[CH2:2][C:3]1[CH:4]=[CH:5][C:6]([O:11][C:12]2[CH:17]=[CH:16][CH:15]=[C:14]([C:18]([F:21])([F:20])[F:19])[CH:13]=2)=[C:7]([CH:10]=1)[C:8]#[N:9].S(Cl)([Cl:24])=O. The catalyst is C(Cl)Cl. The product is [Cl:24][CH2:2][C:3]1[CH:4]=[CH:5][C:6]([O:11][C:12]2[CH:17]=[CH:16][CH:15]=[C:14]([C:18]([F:21])([F:20])[F:19])[CH:13]=2)=[C:7]([CH:10]=1)[C:8]#[N:9]. The yield is 0.940. (7) The reactants are [NH2:1][C:2]1[N:7]=[CH:6][CH:5]=[CH:4][N:3]=1.[CH2:8](OC(OCC)CBr)[CH3:9].Br. The catalyst is C(O)C. The product is [N:1]1[CH:8]=[CH:9][N:3]2[CH:4]=[CH:5][CH:6]=[N:7][C:2]=12. The yield is 0.820. (8) The catalyst is C1COCC1. The product is [F:13][C:14]([F:23])([F:24])[C:15]1[CH:22]=[CH:21][C:18]([CH2:19][C:2]2[CH:11]=[CH:10][C:5]([C:6]([O:8][CH3:9])=[O:7])=[CH:4][CH:3]=2)=[CH:17][CH:16]=1. The yield is 0.550. The reactants are Br[C:2]1[CH:11]=[CH:10][C:5]([C:6]([O:8][CH3:9])=[O:7])=[CH:4][CH:3]=1.[Cl-].[F:13][C:14]([F:24])([F:23])[C:15]1[CH:22]=[CH:21][C:18]([CH2:19][Zn+])=[CH:17][CH:16]=1.C(Cl)Cl.